From a dataset of Ames mutagenicity test results for genotoxicity prediction. Regression/Classification. Given a drug SMILES string, predict its toxicity properties. Task type varies by dataset: regression for continuous values (e.g., LD50, hERG inhibition percentage) or binary classification for toxic/non-toxic outcomes (e.g., AMES mutagenicity, cardiotoxicity, hepatotoxicity). Dataset: ames. (1) The compound is OC(CBr)C(O)C(O)C(O)CBr. The result is 1 (mutagenic). (2) The drug is COC(=O)CC(C)=O. The result is 0 (non-mutagenic). (3) The molecule is CN[N+](=O)[O-]. The result is 0 (non-mutagenic). (4) The compound is O=[N+]([O-])c1c2c(cc3c1ccc1ccccc13)C=CC(O)C2O. The result is 1 (mutagenic). (5) The compound is COC(=O)C(N)Cc1ccc(Cl)cc1. The result is 0 (non-mutagenic). (6) The drug is CCCC[C@@H](CC)CN. The result is 0 (non-mutagenic). (7) The compound is O=S(=O)(O)c1ccc2cc(Oc3ccc4cc(S(=O)(=O)O)ccc4c3)ccc2c1. The result is 0 (non-mutagenic). (8) The molecule is C1CC2OC2CCC2OC12. The result is 0 (non-mutagenic). (9) The drug is Nc1ccc(N=Nc2ccc(N=Nc3c(S(=O)(=O)O)cc4cc(S(=O)(=O)O)c(N=Nc5ccc(N=Nc6ccc(N)cc6N)cc5)c(O)c4c3N)cc2)c(N)c1. The result is 1 (mutagenic).